From a dataset of Forward reaction prediction with 1.9M reactions from USPTO patents (1976-2016). Predict the product of the given reaction. (1) The product is: [Cl:1][C:2]1[CH:3]=[C:4]([C:9]2[CH:10]=[C:11]([C:12]3[CH:17]=[CH:16][C:15]([O:18][CH3:19])=[CH:14][CH:13]=3)[NH:22][N:21]=2)[CH:5]=[C:6]([Cl:8])[CH:7]=1. Given the reactants [Cl:1][C:2]1[CH:3]=[C:4]([C:9](=O)[C:10]#[C:11][C:12]2[CH:17]=[CH:16][C:15]([O:18][CH3:19])=[CH:14][CH:13]=2)[CH:5]=[C:6]([Cl:8])[CH:7]=1.[NH2:21][NH2:22], predict the reaction product. (2) Given the reactants [NH2:1][C:2]1[N:7]=[C:6]([NH:8][C:9]2[C:10]3[N:11]([C:16]([C:19]([NH:21][C:22]4[CH:27]=[CH:26][N:25]=[CH:24][C:23]=4[F:28])=[O:20])=[CH:17][N:18]=3)[N:12]=[C:13](Cl)[CH:14]=2)[CH:5]=[C:4]([Cl:29])[CH:3]=1.[C@H:30]1([NH2:37])[CH2:35][CH2:34][C@H:33]([NH2:36])[CH2:32][CH2:31]1, predict the reaction product. The product is: [NH2:1][C:2]1[N:7]=[C:6]([NH:8][C:9]2[C:10]3[N:11]([C:16]([C:19]([NH:21][C:22]4[CH:27]=[CH:26][N:25]=[CH:24][C:23]=4[F:28])=[O:20])=[CH:17][N:18]=3)[N:12]=[C:13]([NH:36][C@H:33]3[CH2:34][CH2:35][C@H:30]([NH2:37])[CH2:31][CH2:32]3)[CH:14]=2)[CH:5]=[C:4]([Cl:29])[CH:3]=1. (3) Given the reactants [F:1][C:2]1[CH:10]=[CH:9][C:8]([F:11])=[CH:7][C:3]=1[C:4](=S)[NH2:5].[NH2:12][NH2:13], predict the reaction product. The product is: [F:1][C:2]1[CH:10]=[CH:9][C:8]([F:11])=[CH:7][C:3]=1[C:4](=[NH:5])[NH:12][NH2:13].